Task: Regression. Given two drug SMILES strings and cell line genomic features, predict the synergy score measuring deviation from expected non-interaction effect.. Dataset: NCI-60 drug combinations with 297,098 pairs across 59 cell lines Drug 1: CC12CCC3C(C1CCC2O)C(CC4=C3C=CC(=C4)O)CCCCCCCCCS(=O)CCCC(C(F)(F)F)(F)F. Drug 2: C(CCl)NC(=O)N(CCCl)N=O. Cell line: MDA-MB-435. Synergy scores: CSS=5.66, Synergy_ZIP=-1.32, Synergy_Bliss=-0.563, Synergy_Loewe=-3.77, Synergy_HSA=-3.18.